Predict the reactants needed to synthesize the given product. From a dataset of Full USPTO retrosynthesis dataset with 1.9M reactions from patents (1976-2016). (1) Given the product [C:1]([NH:5][S:6]([C:9]1[S:10][CH:11]=[C:12]([C:14]2[N:30]=[C:29]([OH:31])[C:18]3[C:17](=[CH:22][CH:21]=[CH:20][C:19]=3[C:23]3[CH:28]=[CH:27][CH:26]=[CH:25][CH:24]=3)[N:16]=2)[N:13]=1)(=[O:8])=[O:7])([CH3:4])([CH3:3])[CH3:2], predict the reactants needed to synthesize it. The reactants are: [C:1]([NH:5][S:6]([C:9]1[S:10][CH:11]=[C:12]([C:14]([NH:16][C:17]2[C:18]([C:29](=[O:31])[NH2:30])=[C:19]([C:23]3[CH:28]=[CH:27][CH:26]=[CH:25][CH:24]=3)[CH:20]=[CH:21][CH:22]=2)=O)[N:13]=1)(=[O:8])=[O:7])([CH3:4])([CH3:3])[CH3:2].C[O-].[Na+]. (2) Given the product [CH3:1][CH2:2][CH2:3][CH2:4][CH2:5][C:6]1[CH:11]=[C:10]([OH:12])[C:9]2[C@@H:13]3[CH:14]=[C:15]([CH3:22])[CH2:16][CH2:17][C@H:18]3[C:19]([CH3:21])([CH3:20])[O:23][C:8]=2[CH:7]=1, predict the reactants needed to synthesize it. The reactants are: [CH3:1][CH2:2][CH2:3][CH2:4][CH2:5][C:6]1[CH:7]=[C:8]([OH:23])[C:9]([C@H:13]2[C@H:18]([C:19]([CH3:21])=[CH2:20])[CH2:17][CH2:16][C:15]([CH3:22])=[CH:14]2)=[C:10]([OH:12])[CH:11]=1.C([Al](CC(C)C)CC(C)C)C(C)C.